From a dataset of Forward reaction prediction with 1.9M reactions from USPTO patents (1976-2016). Predict the product of the given reaction. Given the reactants [C:1]([O:5][C:6](=[O:26])[NH:7][CH:8]([C:18]1[CH:23]=[CH:22][C:21]([Cl:24])=[C:20]([Cl:25])[CH:19]=1)[C:9]([C:11]1[CH:16]=[CH:15][C:14](I)=[CH:13][CH:12]=1)=[O:10])([CH3:4])([CH3:3])[CH3:2].[CH:27]([O:30][C:31]1[CH:32]=[C:33](B(O)O)[CH:34]=[CH:35][CH:36]=1)([CH3:29])[CH3:28], predict the reaction product. The product is: [C:1]([O:5][C:6](=[O:26])[NH:7][CH:8]([C:18]1[CH:23]=[CH:22][C:21]([Cl:24])=[C:20]([Cl:25])[CH:19]=1)[C:9]([C:11]1[CH:16]=[CH:15][C:14]([C:35]2[CH:34]=[CH:33][CH:32]=[C:31]([O:30][CH:27]([CH3:29])[CH3:28])[CH:36]=2)=[CH:13][CH:12]=1)=[O:10])([CH3:4])([CH3:3])[CH3:2].